This data is from Reaction yield outcomes from USPTO patents with 853,638 reactions. The task is: Predict the reaction yield, written as a fraction of the theoretical maximum amount of product (1.0 means a 100% yield; for example, 0.34 means a 34% yield). (1) The reactants are [F:1][C:2]1[CH:7]=[CH:6][C:5]([N:8]([CH2:12][C:13]([CH3:15])=[CH2:14])[C:9](=[O:11])[CH3:10])=[CH:4][CH:3]=1.[Cl-].[Cl-].[Cl-].[Al+3].O. The catalyst is C(OCC)(=O)C. The product is [F:1][C:2]1[CH:3]=[C:4]2[C:5](=[CH:6][CH:7]=1)[N:8]([C:9](=[O:11])[CH3:10])[CH2:12][C:13]2([CH3:15])[CH3:14]. The yield is 1.00. (2) The reactants are Cl.[C:2]([C:4]1[CH:5]=[C:6]([N:10]2[CH2:15][C@@H:14]3[CH2:16][C@H:11]2[CH2:12][N:13]3[C:17]2[CH:29]=[CH:28][C:20]([C:21]([O:23]C(C)(C)C)=[O:22])=[CH:19][CH:18]=2)[CH:7]=[CH:8][CH:9]=1)#[N:3]. The catalyst is [N+](C)([O-])=O. The product is [C:2]([C:4]1[CH:5]=[C:6]([N:10]2[CH2:15][C@@H:14]3[CH2:16][C@H:11]2[CH2:12][N:13]3[C:17]2[CH:29]=[CH:28][C:20]([C:21]([OH:23])=[O:22])=[CH:19][CH:18]=2)[CH:7]=[CH:8][CH:9]=1)#[N:3]. The yield is 0.390. (3) The reactants are [CH2:1]([O:4][C:5]1[CH:6]=[C:7]([CH:10]=[C:11]([O:13][CH2:14][C:15]#[CH:16])[CH:12]=1)[CH2:8][OH:9])[C:2]#[CH:3].[C:17](OC(=O)C)(=[O:19])[CH3:18].C(=O)([O-])[O-].[Na+].[Na+]. The yield is 0.960. The catalyst is S(=O)(=O)(O)O. The product is [C:17]([O:9][CH2:8][C:7]1[CH:10]=[C:11]([O:13][CH2:14][C:15]#[CH:16])[CH:12]=[C:5]([O:4][CH2:1][C:2]#[CH:3])[CH:6]=1)(=[O:19])[CH3:18]. (4) The reactants are [C:1]([C@H:3]1[O:8][CH2:7][C@H:6]([CH2:9][O:10][Si:11]([C:14]([CH3:17])([CH3:16])[CH3:15])([CH3:13])[CH3:12])[N:5]([C:18]([O:20][C:21]([CH3:24])([CH3:23])[CH3:22])=[O:19])[CH2:4]1)#[CH:2].[F:25][C:26]1[C:27](I)=[C:28]([NH2:32])[CH:29]=[N:30][CH:31]=1.C(N(CC)CC)C. The catalyst is Cl[Pd](Cl)([P](C1C=CC=CC=1)(C1C=CC=CC=1)C1C=CC=CC=1)[P](C1C=CC=CC=1)(C1C=CC=CC=1)C1C=CC=CC=1.[Cu]I. The product is [NH2:32][C:28]1[CH:29]=[N:30][CH:31]=[C:26]([F:25])[C:27]=1[C:2]#[C:1][C@H:3]1[O:8][CH2:7][C@@H:6]([CH2:9][O:10][Si:11]([C:14]([CH3:17])([CH3:16])[CH3:15])([CH3:13])[CH3:12])[N:5]([C:18]([O:20][C:21]([CH3:24])([CH3:23])[CH3:22])=[O:19])[CH2:4]1. The yield is 0.420. (5) The reactants are [F:1][C:2]1[CH:10]=[CH:9][C:5]([C:6](Cl)=[O:7])=[CH:4][CH:3]=1.[Br:11][C:12]1[C:13]([F:22])=[C:14]2[C:20]([NH2:21])=[CH:19][NH:18][C:15]2=[N:16][CH:17]=1. The catalyst is N1C=CC=CC=1. The yield is 0.770. The product is [Br:11][C:12]1[C:13]([F:22])=[C:14]2[C:20]([NH:21][C:6](=[O:7])[C:5]3[CH:9]=[CH:10][C:2]([F:1])=[CH:3][CH:4]=3)=[CH:19][NH:18][C:15]2=[N:16][CH:17]=1. (6) The reactants are [CH3:1][C:2]1[CH:6]=[CH:5][S:4][C:3]=1[C:7]1[C:8](=[O:19])[NH:9][C:10](=[O:18])[N:11]([CH2:13][CH2:14][CH2:15][CH:16]=O)[CH:12]=1.[F:20][C:21]([F:35])([F:34])[C:22]1[CH:27]=[CH:26][C:25]([C@:28]23[CH2:33][C@H:32]2[CH2:31][NH:30][CH2:29]3)=[CH:24][CH:23]=1.CC(O)=O.[BH-](OC(C)=O)(OC(C)=O)OC(C)=O.[Na+].[OH-].[Na+].[Cl:56]C(Cl)C. No catalyst specified. The product is [ClH:56].[CH3:1][C:2]1[CH:6]=[CH:5][S:4][C:3]=1[C:7]1[C:8](=[O:19])[NH:9][C:10](=[O:18])[N:11]([CH2:13][CH2:14][CH2:15][CH2:16][N:30]2[CH2:31][C@H:32]3[C@:28]([C:25]4[CH:24]=[CH:23][C:22]([C:21]([F:20])([F:35])[F:34])=[CH:27][CH:26]=4)([CH2:33]3)[CH2:29]2)[CH:12]=1. The yield is 0.480.